Dataset: Full USPTO retrosynthesis dataset with 1.9M reactions from patents (1976-2016). Task: Predict the reactants needed to synthesize the given product. (1) Given the product [CH2:14]([N:5]1[CH2:6][CH2:7][C:2]([C:8]2[CH:13]=[CH:12][CH:11]=[CH:10][CH:9]=2)([OH:1])[CH2:3][CH2:4]1)[C:15]1[CH:20]=[CH:19][CH:18]=[CH:17][CH:16]=1, predict the reactants needed to synthesize it. The reactants are: [OH:1][C:2]1([C:8]2[CH:13]=[CH:12][CH:11]=[CH:10][CH:9]=2)[CH2:7][CH2:6][NH:5][CH2:4][CH2:3]1.[CH2:14](Br)[C:15]1[CH:20]=[CH:19][CH:18]=[CH:17][CH:16]=1.C(=O)([O-])[O-].[K+].[K+]. (2) Given the product [CH:24]([C:25]1([C:28]([O:30][CH2:31][CH3:32])=[O:29])[CH2:27][CH2:26]1)=[O:23], predict the reactants needed to synthesize it. The reactants are: CC(OI1(OC(C)=O)(OC(C)=O)OC(=O)C2C1=CC=CC=2)=O.[OH:23][CH2:24][C:25]1([C:28]([O:30][CH2:31][CH3:32])=[O:29])[CH2:27][CH2:26]1.S([O-])([O-])(=O)=S.[Na+].[Na+]. (3) The reactants are: F[C:2](F)(F)[C:3]([O-])=O.[F:8][CH:9]([F:17])[N:10]1[CH:14]=[CH:13][N:12]=[C:11]1[CH2:15][NH2:16].[S:18]1[CH:22]=[CH:21][N:20]=[C:19]1[N:23]1[CH:27]=[CH:26][CH:25]=[C:24]1[CH:28]=O. Given the product [F:8][CH:9]([F:17])[N:10]1[CH:14]=[CH:13][N:12]=[C:11]1[CH2:15][N:16]([CH2:28][C:24]1[N:23]([C:19]2[S:18][CH:2]=[CH:3][N:20]=2)[CH:27]=[CH:26][CH:25]=1)[CH2:28][C:24]1[N:23]([C:19]2[S:18][CH:22]=[CH:21][N:20]=2)[CH:27]=[CH:26][CH:25]=1, predict the reactants needed to synthesize it. (4) Given the product [CH3:1][S:2][C:3]1[CH:8]=[CH:7][C:6]([C:9]2[CH:14]=[CH:13][CH:12]=[CH:11][C:10]=2[NH2:15])=[C:5]([NH2:18])[CH:4]=1, predict the reactants needed to synthesize it. The reactants are: [CH3:1][S:2][C:3]1[CH:8]=[CH:7][C:6]([C:9]2[CH:14]=[CH:13][CH:12]=[CH:11][C:10]=2[N+:15]([O-])=O)=[C:5]([NH2:18])[CH:4]=1.IC1C=CC(SC)=CC=1N. (5) The reactants are: Br[C:2]1[CH:7]=[CH:6][C:5]([NH:8][C:9]#[N:10])=[C:4]([O:11][CH3:12])[CH:3]=1.[CH3:13][N:14]1[C:18]([C:19]#[N:20])=[CH:17][CH:16]=[C:15]1B(O)O.C(=O)([O-])[O-].[K+].[K+].C(P(C(C)(C)C)C(C)(C)C)(C)(C)C.[Br-]. Given the product [C:19]([C:18]1[N:14]([CH3:13])[C:15]([C:2]2[CH:7]=[CH:6][C:5]([NH:8][C:9]#[N:10])=[C:4]([O:11][CH3:12])[CH:3]=2)=[CH:16][CH:17]=1)#[N:20], predict the reactants needed to synthesize it. (6) The reactants are: [Cl:1][C:2]1[CH:10]=[CH:9][CH:8]=[C:7]([C:11]2[CH:16]=[CH:15][N:14]=[CH:13][CH:12]=2)[C:3]=1[CH:4]=[N:5][OH:6].[Cl:17][CH:18]([Cl:30])[C:19]([NH:21][C:22]1[CH:27]=[CH:26][CH:25]=[C:24](C#C)[CH:23]=1)=[O:20].[CH3:31][C:32]1[CH:37]=CC(S([N-]Cl)(=O)=O)=CC=1.O.[Na+].C([OH:47])C. Given the product [Cl:30][CH:18]([Cl:17])[C:19]([NH:21][C:22]1[CH:23]=[CH:24][CH:25]=[CH:26][C:27]=1[C:31]([C:32]1[O:6][N:5]=[C:4]([C:3]2[C:7]([C:11]3[CH:16]=[CH:15][N:14]=[CH:13][CH:12]=3)=[CH:8][CH:9]=[CH:10][C:2]=2[Cl:1])[CH:37]=1)=[O:47])=[O:20], predict the reactants needed to synthesize it.